Dataset: Reaction yield outcomes from USPTO patents with 853,638 reactions. Task: Predict the reaction yield, written as a fraction of the theoretical maximum amount of product (1.0 means a 100% yield; for example, 0.34 means a 34% yield). (1) The reactants are [C:1]1([C:7]2[C:15]3[C:10](=[CH:11][CH:12]=[CH:13][CH:14]=3)[N:9]([S:16]([C:19]3[CH:27]=[CH:26][C:22]([C:23]([OH:25])=O)=[CH:21][CH:20]=3)(=[O:18])=[O:17])[CH:8]=2)[CH:6]=[CH:5][CH:4]=[CH:3][CH:2]=1.[NH:28]1[CH2:31][CH:30]([OH:32])[CH2:29]1.C(N(CC)CC)C.N1(O[P+](N(C)C)(N(C)C)N(C)C)C2C=CC=CC=2N=N1. The catalyst is ClCCl. The product is [OH:32][CH:30]1[CH2:31][N:28]([C:23]([C:22]2[CH:21]=[CH:20][C:19]([S:16]([N:9]3[C:10]4[C:15](=[CH:14][CH:13]=[CH:12][CH:11]=4)[C:7]([C:1]4[CH:6]=[CH:5][CH:4]=[CH:3][CH:2]=4)=[CH:8]3)(=[O:18])=[O:17])=[CH:27][CH:26]=2)=[O:25])[CH2:29]1. The yield is 0.730. (2) The reactants are [CH2:1]([O:3][CH2:4][C:5]([OH:7])=O)[CH3:2].C(Cl)(=O)C(Cl)=O.CN(C=O)C.[NH2:19][C:20]1[CH:29]=[CH:28][CH:27]=[C:26]2[C:21]=1[C:22](=[O:39])[N:23]([CH:31]1[CH2:36][CH2:35][C:34](=[O:37])[NH:33][C:32]1=[O:38])[C:24]([CH3:30])=[N:25]2. The catalyst is C(OCC)C.O1CCCC1. The product is [O:38]=[C:32]1[CH:31]([N:23]2[C:22](=[O:39])[C:21]3[C:26](=[CH:27][CH:28]=[CH:29][C:20]=3[NH:19][C:5](=[O:7])[CH2:4][O:3][CH2:1][CH3:2])[N:25]=[C:24]2[CH3:30])[CH2:36][CH2:35][C:34](=[O:37])[NH:33]1. The yield is 0.120. (3) The reactants are [OH:1][C@:2]12[C@@H:9]([CH2:10][OH:11])[O:8][C@@H:7]([N:12]3[CH:20]=[C:18]([CH3:19])[C:16](=[O:17])[NH:15][C:13]3=[O:14])[C@@:6]1([O:21][CH3:22])[O:5][CH2:4][CH2:3]2.[CH3:23][O:24][C:25]1[CH:46]=[CH:45][C:28]([C:29](Cl)([C:38]2[CH:43]=[CH:42][CH:41]=[CH:40][CH:39]=2)[C:30]2[CH:35]=[CH:34][C:33]([O:36][CH3:37])=[CH:32][CH:31]=2)=[CH:27][CH:26]=1.C1(C)C=CC=CC=1.C(=O)([O-])O.[Na+]. The catalyst is N1C=CC=CC=1.ClCCl. The product is [CH3:37][O:36][C:33]1[CH:32]=[CH:31][C:30]([C:29]([O:11][CH2:10][C@H:9]2[O:8][C@@H:7]([N:12]3[CH:20]=[C:18]([CH3:19])[C:16](=[O:17])[NH:15][C:13]3=[O:14])[C@:6]3([O:21][CH3:22])[C@@:2]2([OH:1])[CH2:3][CH2:4][O:5]3)([C:38]2[CH:39]=[CH:40][CH:41]=[CH:42][CH:43]=2)[C:28]2[CH:45]=[CH:46][C:25]([O:24][CH3:23])=[CH:26][CH:27]=2)=[CH:35][CH:34]=1. The yield is 0.928. (4) The reactants are [CH2:1]([N:8]1[CH2:12][CH2:11][CH:10]([NH2:13])[CH2:9]1)[C:2]1[CH:7]=[CH:6][CH:5]=[CH:4][CH:3]=1.CCN([CH:20]([CH3:22])C)C(C)C.C([CH:25]([C:29](Cl)=[O:30])[C:26](Cl)=[O:27])C.CN(C=[O:36])C. No catalyst specified. The product is [CH2:1]([N:8]1[CH2:12][CH2:11][CH:10]([NH:13][C:29](=[O:30])[CH2:25][C:26]([O:27][CH2:20][CH3:22])=[O:36])[CH2:9]1)[C:2]1[CH:3]=[CH:4][CH:5]=[CH:6][CH:7]=1. The yield is 0.910. (5) The reactants are [Cl:1][C:2]1[CH:10]=[C:9]2[C:5](/[C:6](=[CH:20]/[C:21]3[CH:26]=[CH:25][CH:24]=[C:23]([Cl:27])[CH:22]=3)/[C:7](=[O:19])[N:8]2[CH2:11][O:12][CH2:13][CH2:14][Si](C)(C)C)=[CH:4][CH:3]=1.[CH2:28]=[C:29]([CH:32]=[N:33][C:34]([O:36][Si:37]([CH3:40])([CH3:39])[CH3:38])=[CH2:35])[CH2:30][CH3:31]. The catalyst is C1(C)C=CC=CC=1. The product is [Cl:1][C:2]1[CH:10]=[C:9]2[NH:8][C:7](=[O:19])[C:6]3([CH:20]([C:21]4[CH:26]=[CH:25][CH:24]=[C:23]([Cl:27])[CH:22]=4)[CH2:35][C:34](=[O:36])[NH:33][CH:32]3[C:29](=[CH2:28])[CH2:30][CH3:31])[C:5]2=[CH:4][CH:3]=1.[CH3:11][O:12][CH:13]([Si:37]([CH3:38])([CH3:39])[CH3:40])[CH3:14]. The yield is 0.900.